Dataset: Forward reaction prediction with 1.9M reactions from USPTO patents (1976-2016). Task: Predict the product of the given reaction. Given the reactants [CH2:1]([N:8]1[CH2:14][CH2:13][CH2:12][CH2:11][CH:10]([C:15](OC)=[O:16])[C:9]1=O)[C:2]1[CH:7]=[CH:6][CH:5]=[CH:4][CH:3]=1.[H-].[Al+3].[Li+].[H-].[H-].[H-].[OH-].[Na+], predict the reaction product. The product is: [CH2:1]([N:8]1[CH2:14][CH2:13][CH2:12][CH2:11][CH:10]([CH2:15][OH:16])[CH2:9]1)[C:2]1[CH:7]=[CH:6][CH:5]=[CH:4][CH:3]=1.